Predict the product of the given reaction. From a dataset of Forward reaction prediction with 1.9M reactions from USPTO patents (1976-2016). (1) The product is: [CH3:1][CH:2]1[CH:7]([CH3:8])[CH2:6][CH2:5][CH2:4][CH:3]1[NH:9][C:19]([C:17]1[CH:16]=[CH:15][C:14]2[O:10][CH2:11][O:12][C:13]=2[CH:18]=1)=[O:20]. Given the reactants [CH3:1][CH:2]1[CH:7]([CH3:8])[CH2:6][CH2:5][CH2:4][CH:3]1[NH2:9].[O:10]1[C:14]2[CH:15]=[CH:16][C:17]([C:19](O)=[O:20])=[CH:18][C:13]=2[O:12][CH2:11]1.N=C=N.OC1C2N=NNC=2C=CC=1.C(O)C(N)(CO)CO, predict the reaction product. (2) Given the reactants [NH2:1][C:2]1[C:7]([C:8]([F:11])([F:10])[F:9])=[CH:6][C:5]([CH2:12][C@@H:13]([O:34][C:35]([N:37]2[CH2:42][CH2:41][CH:40]([N:43]3[CH2:49][CH2:48][C:47]4[CH:50]=[CH:51][CH:52]=[CH:53][C:46]=4[NH:45][C:44]3=[O:54])[CH2:39][CH2:38]2)=[O:36])[C:14]([N:16]2[CH2:21][CH2:20][N:19]([CH:22]3[CH2:27][CH2:26][N:25]([CH2:28][C:29]([O:31][CH2:32][CH3:33])=[O:30])[CH2:24][CH2:23]3)[CH2:18][CH2:17]2)=[O:15])=[CH:4][C:3]=1[Cl:55].Cl, predict the reaction product. The product is: [ClH:55].[NH2:1][C:2]1[C:7]([C:8]([F:9])([F:11])[F:10])=[CH:6][C:5]([CH2:12][C@@H:13]([O:34][C:35]([N:37]2[CH2:38][CH2:39][CH:40]([N:43]3[CH2:49][CH2:48][C:47]4[CH:50]=[CH:51][CH:52]=[CH:53][C:46]=4[NH:45][C:44]3=[O:54])[CH2:41][CH2:42]2)=[O:36])[C:14]([N:16]2[CH2:17][CH2:18][N:19]([CH:22]3[CH2:23][CH2:24][N:25]([CH2:28][C:29]([O:31][CH2:32][CH3:33])=[O:30])[CH2:26][CH2:27]3)[CH2:20][CH2:21]2)=[O:15])=[CH:4][C:3]=1[Cl:55].